The task is: Predict the reactants needed to synthesize the given product.. This data is from Full USPTO retrosynthesis dataset with 1.9M reactions from patents (1976-2016). The reactants are: [Cl:1][C:2]1[N:7]2[N:8]=[C:9]([C:15]3[CH:20]=[CH:19][CH:18]=[C:17]([CH3:21])[CH:16]=3)[C:10]([C:11](=O)[C:12]#[CH:13])=[C:6]2[CH:5]=[CH:4][CH:3]=1.Cl.[CH:23]1([NH:28][C:29]([NH2:31])=[NH:30])[CH2:27][CH2:26][CH2:25][CH2:24]1.C(=O)([O-])[O-].[K+].[K+].CCOCC. Given the product [Cl:1][C:2]1[N:7]2[N:8]=[C:9]([C:15]3[CH:20]=[CH:19][CH:18]=[C:17]([CH3:21])[CH:16]=3)[C:10]([C:11]3[CH:12]=[CH:13][N:31]=[C:29]([NH:28][CH:23]4[CH2:27][CH2:26][CH2:25][CH2:24]4)[N:30]=3)=[C:6]2[CH:5]=[CH:4][CH:3]=1, predict the reactants needed to synthesize it.